Dataset: Tyrosyl-DNA phosphodiesterase HTS with 341,365 compounds. Task: Binary Classification. Given a drug SMILES string, predict its activity (active/inactive) in a high-throughput screening assay against a specified biological target. (1) The drug is S(c1nc(nc2c1cccc2)C)CC(=O)NNC(=O)c1ccc(F)cc1. The result is 0 (inactive). (2) The compound is Clc1ccc(C(=O)NN2CCOCC2)cc1. The result is 0 (inactive). (3) The molecule is O(\N=C(\c1ccc(OC)cc1)C)CC(=O)/C(=c1\[nH]c2c([nH]1)cccc2)C#N. The result is 0 (inactive). (4) The compound is S(=O)(=O)(N1CCOCC1)c1cc(NC(=S)N\N=C\c2cc(O)c(OC)cc2)c(N2CCOCC2)cc1. The result is 0 (inactive).